This data is from NCI-60 drug combinations with 297,098 pairs across 59 cell lines. The task is: Regression. Given two drug SMILES strings and cell line genomic features, predict the synergy score measuring deviation from expected non-interaction effect. (1) Drug 1: C1CN1C2=NC(=NC(=N2)N3CC3)N4CC4. Drug 2: C1=CC(=C2C(=C1NCCNCCO)C(=O)C3=C(C=CC(=C3C2=O)O)O)NCCNCCO. Cell line: HCT-15. Synergy scores: CSS=58.8, Synergy_ZIP=-2.30, Synergy_Bliss=-0.875, Synergy_Loewe=1.76, Synergy_HSA=4.75. (2) Drug 1: CN1CCC(CC1)COC2=C(C=C3C(=C2)N=CN=C3NC4=C(C=C(C=C4)Br)F)OC. Cell line: CAKI-1. Drug 2: CC12CCC3C(C1CCC2=O)CC(=C)C4=CC(=O)C=CC34C. Synergy scores: CSS=40.6, Synergy_ZIP=-5.20, Synergy_Bliss=-2.41, Synergy_Loewe=-11.9, Synergy_HSA=0.574. (3) Drug 1: C1=CC(=CC=C1CC(C(=O)O)N)N(CCCl)CCCl.Cl. Drug 2: CS(=O)(=O)CCNCC1=CC=C(O1)C2=CC3=C(C=C2)N=CN=C3NC4=CC(=C(C=C4)OCC5=CC(=CC=C5)F)Cl. Cell line: MOLT-4. Synergy scores: CSS=39.2, Synergy_ZIP=2.43, Synergy_Bliss=4.26, Synergy_Loewe=-19.2, Synergy_HSA=1.90. (4) Drug 1: C1=CN(C=N1)CC(O)(P(=O)(O)O)P(=O)(O)O. Drug 2: C(CCl)NC(=O)N(CCCl)N=O. Cell line: SK-MEL-28. Synergy scores: CSS=3.57, Synergy_ZIP=5.56, Synergy_Bliss=12.3, Synergy_Loewe=0.973, Synergy_HSA=1.31. (5) Drug 1: CC12CCC(CC1=CCC3C2CCC4(C3CC=C4C5=CN=CC=C5)C)O. Drug 2: C1=NC(=NC(=O)N1C2C(C(C(O2)CO)O)O)N. Cell line: MCF7. Synergy scores: CSS=13.5, Synergy_ZIP=-3.15, Synergy_Bliss=1.74, Synergy_Loewe=0.297, Synergy_HSA=1.18. (6) Drug 1: CC1=CC=C(C=C1)C2=CC(=NN2C3=CC=C(C=C3)S(=O)(=O)N)C(F)(F)F. Drug 2: C1CN1P(=S)(N2CC2)N3CC3. Cell line: MDA-MB-435. Synergy scores: CSS=6.71, Synergy_ZIP=-1.07, Synergy_Bliss=-2.10, Synergy_Loewe=0.953, Synergy_HSA=-1.00.